From a dataset of Reaction yield outcomes from USPTO patents with 853,638 reactions. Predict the reaction yield, written as a fraction of the theoretical maximum amount of product (1.0 means a 100% yield; for example, 0.34 means a 34% yield). (1) The yield is 0.810. The reactants are [C:1]([Li])([CH3:4])([CH3:3])[CH3:2].CCCCC.Br[C:12]1[CH:17]=[CH:16][CH:15]=[C:14]([C:18]([CH3:21])([CH3:20])[CH3:19])[CH:13]=1.[C:22]1(=[O:28])[CH2:27]CCC[CH2:23]1. The catalyst is O1CCCC1.[Cl-].[NH4+].C(OCC)(=O)C. The product is [C:18]([C:14]1[CH:13]=[C:12]([C:22]2([OH:28])[CH2:27][CH2:3][C:1](=[CH2:4])[CH2:2][CH2:23]2)[CH:17]=[CH:16][CH:15]=1)([CH3:21])([CH3:20])[CH3:19]. (2) The reactants are N(OCCC(C)C)=O.[F:9][C:10]1[CH:11]=[C:12]([F:20])[C:13]2[S:17][C:16](N)=[N:15][C:14]=2[CH:19]=1.[ClH:21]. The catalyst is C(#N)C.[Cu](Cl)Cl. The product is [Cl:21][C:16]1[S:17][C:13]2[C:12]([F:20])=[CH:11][C:10]([F:9])=[CH:19][C:14]=2[N:15]=1. The yield is 0.480. (3) The reactants are [O:1]1[C:5]2([CH2:10][CH2:9][N:8]([C:11]([C:13]3[NH:14][C:15]4[C:20]([CH:21]=3)=[CH:19][C:18]([C:22]([N:24]3[CH2:29][CH2:28][N:27]([CH:30]([CH3:32])[CH3:31])[CH2:26][CH2:25]3)=[O:23])=[CH:17][CH:16]=4)=[O:12])[CH2:7][CH2:6]2)[O:4][CH2:3][CH2:2]1.[H-].[Na+].CS(O[CH2:40][C:41]([F:44])([F:43])[F:42])(=O)=O. The catalyst is CN(C)C=O. The product is [O:4]1[C:5]2([CH2:10][CH2:9][N:8]([C:11]([C:13]3[N:14]([CH2:40][C:41]([F:44])([F:43])[F:42])[C:15]4[C:20]([CH:21]=3)=[CH:19][C:18]([C:22]([N:24]3[CH2:25][CH2:26][N:27]([CH:30]([CH3:32])[CH3:31])[CH2:28][CH2:29]3)=[O:23])=[CH:17][CH:16]=4)=[O:12])[CH2:7][CH2:6]2)[O:1][CH2:2][CH2:3]1. The yield is 0.780. (4) The reactants are [Cl:1][C:2]1[N:10]([CH2:11][CH:12]=[CH2:13])[C:9]2[C:8](=[O:14])[NH:7][C:6](=[O:15])[NH:5][C:4]=2[N:3]=1.C(=O)([O-])[O-].[Na+].[Na+].[CH2:22](I)[CH2:23][CH2:24][CH2:25][CH3:26]. The catalyst is CN(C=O)C.O. The product is [Cl:1][C:2]1[N:10]([CH2:11][CH:12]=[CH2:13])[C:9]2[C:8](=[O:14])[NH:7][C:6](=[O:15])[N:5]([CH2:22][CH2:23][CH2:24][CH2:25][CH3:26])[C:4]=2[N:3]=1. The yield is 0.740. (5) The reactants are [NH2:1][C:2]1[C:11]2[CH:10]=[CH:9][CH:8]=[C:7](Br)[C:6]=2[N:5]=[C:4]2[CH2:13][N:14]([CH2:17][CH2:18][CH3:19])[C:15](=[O:16])[C:3]=12.[F:20][C:21]1[CH:26]=[CH:25][CH:24]=[C:23]([F:27])[C:22]=1B(O)O. No catalyst specified. The product is [NH2:1][C:2]1[C:11]2[CH:10]=[CH:9][CH:8]=[C:7]([C:22]3[C:21]([F:20])=[CH:26][CH:25]=[CH:24][C:23]=3[F:27])[C:6]=2[N:5]=[C:4]2[CH2:13][N:14]([CH2:17][CH2:18][CH3:19])[C:15](=[O:16])[C:3]=12. The yield is 0.192. (6) No catalyst specified. The yield is 0.750. The reactants are [Cl:1][C:2]1[CH:3]=[C:4]([N+:9]([O-:11])=[O:10])[CH:5]=[CH:6][C:7]=1F.[SH:12][C:13]1[N:18]=[CH:17][CH:16]=[CH:15][N:14]=1. The product is [Cl:1][C:2]1[CH:3]=[C:4]([N+:9]([O-:11])=[O:10])[CH:5]=[CH:6][C:7]=1[S:12][C:13]1[N:18]=[CH:17][CH:16]=[CH:15][N:14]=1. (7) The catalyst is C1(C)C=CC=CC=1.O. The reactants are [CH:1]([C:3]1[CH:15]=[CH:14][C:6]([C:7]([N:9]([CH2:12][CH3:13])[CH2:10][CH3:11])=[O:8])=[CH:5][CH:4]=1)=O.N1[C:20]2[CH:21]=[CH:22][CH:23]=[CH:24][C:19]=2N=N1.[CH2:25]([N:28]1[CH2:33][C@H:32]([CH3:34])[NH:31][CH2:30][C@H:29]1[CH3:35])[CH:26]=[CH2:27].C1([Mg]Br)C=CC=CC=1. The product is [CH2:25]([N:28]1[C@H:29]([CH3:35])[CH2:30][N:31]([C@H:1]([C:3]2[CH:15]=[CH:14][C:6]([C:7]([N:9]([CH2:12][CH3:13])[CH2:10][CH3:11])=[O:8])=[CH:5][CH:4]=2)[C:19]2[CH:24]=[CH:23][CH:22]=[CH:21][CH:20]=2)[C@@H:32]([CH3:34])[CH2:33]1)[CH:26]=[CH2:27]. The yield is 0.219. (8) The reactants are [CH3:1][C:2]1([CH3:16])[O:6][C@@H:5]([C@@H:7]([CH2:11][CH:12]([CH3:14])[CH3:13])[C:8]([OH:10])=O)[C:4](=[O:15])[O:3]1.CCN(C(C)C)C(C)C.CN(C(ON1N=NC2C=CC=NC1=2)=[N+](C)C)C.F[P-](F)(F)(F)(F)F.ONC(=O)[C@@H](O)[C@@H](C([N:61]1[CH2:66][CH2:65][N:64]([C:67]2[CH:72]=[C:71](C(F)(F)F)[CH:70]=[CH:69][N:68]=2)[CH2:63][C@H:62]1[CH3:77])=O)CC(C)C. The catalyst is CN(C=O)C.O. The product is [CH3:16][C:2]1([CH3:1])[O:3][C:4](=[O:15])[C@H:5]([C@@H:7]([C:8]([N:61]2[CH2:66][CH2:65][N:64]([C:67]3[CH:72]=[CH:71][CH:70]=[CH:69][N:68]=3)[CH2:63][C@H:62]2[CH3:77])=[O:10])[CH2:11][CH:12]([CH3:14])[CH3:13])[O:6]1. The yield is 0.490.